The task is: Predict the reaction yield, written as a fraction of the theoretical maximum amount of product (1.0 means a 100% yield; for example, 0.34 means a 34% yield).. This data is from Reaction yield outcomes from USPTO patents with 853,638 reactions. (1) The reactants are [NH2:1][C:2]1[CH:3]=[N:4][CH:5]=[CH:6][C:7]=1[C@@H:8]1[O:13][C@H:12]([CH2:14]O)[C@@H:11]([O:16][Si:17]([CH:24]([CH3:26])[CH3:25])([CH:21]([CH3:23])[CH3:22])[CH:18]([CH3:20])[CH3:19])[C@H:10]([O:27][Si:28]([CH:35]([CH3:37])[CH3:36])([CH:32]([CH3:34])[CH3:33])[CH:29]([CH3:31])[CH3:30])[CH2:9]1.N1C=CN=C1.C1(P(C2C=CC=CC=2)C2C=CC=CC=2)C=CC=CC=1.[I:62]I. The catalyst is C1C=CC=CC=1. The product is [I:62][CH2:14][C@H:12]1[O:13][C@@H:8]([C:7]2[CH:6]=[CH:5][N:4]=[CH:3][C:2]=2[NH2:1])[CH2:9][C@@H:10]([O:27][Si:28]([CH:35]([CH3:37])[CH3:36])([CH:32]([CH3:34])[CH3:33])[CH:29]([CH3:31])[CH3:30])[C@@H:11]1[O:16][Si:17]([CH:24]([CH3:26])[CH3:25])([CH:21]([CH3:23])[CH3:22])[CH:18]([CH3:20])[CH3:19]. The yield is 0.820. (2) The reactants are O1CCCC1CCO.C([O:16][C:17]1[CH:22]=[C:21]([O:23][CH2:24][CH2:25][O:26][CH3:27])[CH:20]=[CH:19][C:18]=1/[CH:28]=[CH:29]/[C:30]([O:32][CH2:33][CH3:34])=[O:31])C1C=CC=CC=1. The catalyst is [C].[Pd]. The product is [OH:16][C:17]1[CH:22]=[C:21]([O:23][CH2:24][CH2:25][O:26][CH3:27])[CH:20]=[CH:19][C:18]=1[CH2:28][CH2:29][C:30]([O:32][CH2:33][CH3:34])=[O:31]. The yield is 0.950.